This data is from Full USPTO retrosynthesis dataset with 1.9M reactions from patents (1976-2016). The task is: Predict the reactants needed to synthesize the given product. Given the product [Br:1][C:2]1[CH:3]=[C:4]([CH2:8][CH2:9][CH2:10][CH2:11][CH2:12][OH:13])[CH:5]=[CH:6][CH:7]=1, predict the reactants needed to synthesize it. The reactants are: [Br:1][C:2]1[CH:3]=[C:4]([C:8]#[C:9][CH2:10][CH2:11][CH2:12][OH:13])[CH:5]=[CH:6][CH:7]=1.[H][H].